This data is from Forward reaction prediction with 1.9M reactions from USPTO patents (1976-2016). The task is: Predict the product of the given reaction. (1) Given the reactants [CH2:1]([O:3][C:4]1[N:9]=[C:8]([C:10](OC)=O)[CH:7]=[C:6]([C:14]2[CH:15]=[N:16][C:17]([NH:31][C:32]([NH:34][CH2:35][CH3:36])=[O:33])=[CH:18][C:19]=2[C:20]2[S:21][CH:22]=[C:23]([C:25]3[CH:30]=[CH:29][CH:28]=[CH:27][CH:26]=3)[N:24]=2)[CH:5]=1)[CH3:2].[OH-].[Li+].[C:39]([NH:42][NH2:43])(=[O:41])[CH3:40].P(Cl)(Cl)(Cl)=O.C(=O)(O)[O-].[Na+], predict the reaction product. The product is: [CH2:1]([O:3][C:4]1[CH:5]=[C:6]([C:14]2[CH:15]=[N:16][C:17]([NH:31][C:32]([NH:34][CH2:35][CH3:36])=[O:33])=[CH:18][C:19]=2[C:20]2[S:21][CH:22]=[C:23]([C:25]3[CH:30]=[CH:29][CH:28]=[CH:27][CH:26]=3)[N:24]=2)[CH:7]=[C:8]([C:10]2[O:41][C:39]([CH3:40])=[N:42][N:43]=2)[N:9]=1)[CH3:2]. (2) Given the reactants C([N:8]1[CH2:13][CH2:12][N:11]([C:14]2[N:19]=[CH:18][C:17]([N:20]([CH3:40])[C:21](=[O:39])[C:22]([C:25]3[CH:30]=[C:29]([C:31]([F:34])([F:33])[F:32])[CH:28]=[C:27]([C:35]([F:38])([F:37])[F:36])[CH:26]=3)([CH3:24])[CH3:23])=[C:16]([C:41]3[CH:46]=[CH:45][C:44]([F:47])=[CH:43][C:42]=3[CH3:48])[CH:15]=2)[C@H:10]([CH3:49])[CH2:9]1)C1C=CC=CC=1, predict the reaction product. The product is: [F:38][C:35]([F:36])([F:37])[C:27]1[CH:26]=[C:25]([C:22]([CH3:23])([CH3:24])[C:21]([N:20]([C:17]2[CH:18]=[N:19][C:14]([N:11]3[CH2:12][CH2:13][NH:8][CH2:9][C@H:10]3[CH3:49])=[CH:15][C:16]=2[C:41]2[CH:46]=[CH:45][C:44]([F:47])=[CH:43][C:42]=2[CH3:48])[CH3:40])=[O:39])[CH:30]=[C:29]([C:31]([F:32])([F:33])[F:34])[CH:28]=1. (3) Given the reactants [CH2:1]([N:8]1[C:13](=[O:14])[C:12]2[S:15][CH:16]=[CH:17][C:11]=2[N:10]=[C:9]1[CH:18](Br)[CH2:19][CH3:20])[C:2]1[CH:7]=[CH:6][CH:5]=[CH:4][CH:3]=1.[CH3:22][N:23]([CH3:27])[CH2:24][CH2:25][NH2:26], predict the reaction product. The product is: [CH2:1]([N:8]1[C:13](=[O:14])[C:12]2[S:15][CH:16]=[CH:17][C:11]=2[N:10]=[C:9]1[CH:18]([NH:26][CH2:25][CH2:24][N:23]([CH3:27])[CH3:22])[CH2:19][CH3:20])[C:2]1[CH:7]=[CH:6][CH:5]=[CH:4][CH:3]=1. (4) Given the reactants [Cl:1][C:2]1[CH:7]=[CH:6][C:5](B(O)O)=[CH:4][C:3]=1[C:11]([NH:13][CH2:14][C:15]12[CH2:24][CH:19]3[CH2:20][CH:21]([CH2:23][CH:17]([CH2:18]3)[CH2:16]1)[CH2:22]2)=[O:12].I[C:26]1[CH:27]=[C:28]([CH:32]=[CH:33][CH:34]=1)[C:29]([OH:31])=[O:30].C(=O)([O-])[O-].[K+].[K+], predict the reaction product. The product is: [Cl:1][C:2]1[CH:7]=[CH:6][C:5]([C:26]2[CH:34]=[CH:33][CH:32]=[C:28]([C:29]([OH:31])=[O:30])[CH:27]=2)=[CH:4][C:3]=1[C:11]([NH:13][CH2:14][C:15]12[CH2:24][CH:19]3[CH2:20][CH:21]([CH2:23][CH:17]([CH2:18]3)[CH2:16]1)[CH2:22]2)=[O:12]. (5) Given the reactants [Cl:1][C:2]([Cl:12])([F:11])[S:3][C:4]1[CH:5]=[N:6][N:7]([CH2:9]O)[CH:8]=1.S(Cl)([Cl:15])=O, predict the reaction product. The product is: [Cl:15][CH2:9][N:7]1[CH:8]=[C:4]([S:3][C:2]([Cl:12])([Cl:1])[F:11])[CH:5]=[N:6]1. (6) The product is: [S:6]([O-:10])([O-:9])(=[O:8])=[O:7].[Na+:5].[Na+:5].[C:1](=[O:3])=[O:2].[NH3:18]. Given the reactants [C:1](=O)([OH:3])[O-:2].[Na+:5].[S:6]([O-:10])([O-:9])(=[O:8])=[O:7].[Na+].[Na+].S([O-])([O-])(=O)=O.[NH4+:18].[NH4+].C(=O)(O)[O-].[NH4+], predict the reaction product. (7) Given the reactants [CH2:1]([C:5]1[N:10]2[N:11]=[CH:12][CH:13]=[C:9]2[N:8]([CH:14]2[CH2:23][CH2:22][C:17]3(OCC[O:18]3)[CH2:16][CH2:15]2)[C:7](=[O:24])[C:6]=1[CH2:25][C:26]1[CH:31]=[CH:30][C:29]([C:32]2[C:33]([C:38]#[N:39])=[CH:34][CH:35]=[CH:36][CH:37]=2)=[CH:28][CH:27]=1)[CH2:2][CH2:3][CH3:4].Cl.[OH-].[Na+], predict the reaction product. The product is: [CH2:1]([C:5]1[N:10]2[N:11]=[CH:12][CH:13]=[C:9]2[N:8]([C@H:14]2[CH2:23][CH2:22][C@H:17]([OH:18])[CH2:16][CH2:15]2)[C:7](=[O:24])[C:6]=1[CH2:25][C:26]1[CH:27]=[CH:28][C:29]([C:32]2[C:33]([C:38]#[N:39])=[CH:34][CH:35]=[CH:36][CH:37]=2)=[CH:30][CH:31]=1)[CH2:2][CH2:3][CH3:4]. (8) Given the reactants [F:1][C:2]([F:16])([F:15])[C:3]1[CH:8]=[CH:7][N:6]=[C:5]([O:9][CH:10]([CH3:14])[C:11]([OH:13])=[O:12])[CH:4]=1.[CH2:17](Cl)Cl, predict the reaction product. The product is: [F:16][C:2]([F:15])([F:1])[C:3]1[CH:8]=[CH:7][N:6]=[C:5]([O:9][CH:10]([CH3:14])[C:11]([O:13][CH3:17])=[O:12])[CH:4]=1.